This data is from Reaction yield outcomes from USPTO patents with 853,638 reactions. The task is: Predict the reaction yield, written as a fraction of the theoretical maximum amount of product (1.0 means a 100% yield; for example, 0.34 means a 34% yield). (1) The reactants are [N+:1]([C:4]1[CH:12]=[CH:11][C:7]([C:8](Cl)=[O:9])=[CH:6][CH:5]=1)([O-:3])=[O:2].N1C=CC=CC=1.[NH2:19][C:20]1[CH:25]=[CH:24][C:23]([NH:26][C:27]2[CH:32]=[C:31]([CH3:33])[N:30]=[C:29]([NH2:34])[N:28]=2)=[CH:22][CH:21]=1.N. The catalyst is O1CCOCC1. The product is [NH2:34][C:29]1[N:28]=[C:27]([NH:26][C:23]2[CH:24]=[CH:25][C:20]([NH:19][C:8](=[O:9])[C:7]3[CH:11]=[CH:12][C:4]([N+:1]([O-:3])=[O:2])=[CH:5][CH:6]=3)=[CH:21][CH:22]=2)[CH:32]=[C:31]([CH3:33])[N:30]=1. The yield is 0.410. (2) The reactants are [NH2:1][CH2:2][CH2:3][O:4][CH2:5][CH2:6][NH:7][C:8](=[O:14])[O:9][C:10]([CH3:13])([CH3:12])[CH3:11].[C:15](O)(=[O:22])[C:16]1[CH:21]=[CH:20][CH:19]=[N:18][CH:17]=1.CCN=C=NCCCN(C)C. The catalyst is CC#N.CCOC(C)=O. The product is [C:15]([NH:1][CH2:2][CH2:3][O:4][CH2:5][CH2:6][NH:7][C:8](=[O:14])[O:9][C:10]([CH3:11])([CH3:13])[CH3:12])(=[O:22])[C:16]1[CH:21]=[CH:20][CH:19]=[N:18][CH:17]=1. The yield is 0.440. (3) The reactants are Cl.[NH2:2][C@H:3]1[CH2:8][CH2:7][CH2:6][CH2:5][C@H:4]1[C:9]([O:11]CC)=[O:10].C1C=CC(P(C2C(C3C(P(C4C=CC=CC=4)C4C=CC=CC=4)=CC=C4C=3C=CC=C4)=C3C(C=CC=C3)=CC=2)C2C=CC=CC=2)=CC=1.CC(C)([O-])C.[Na+].Cl[C:67]1[CH:68]=[CH:69][CH:70]=[C:71]2[C:76]=1[N:75]=[CH:74][CH:73]=[CH:72]2. The catalyst is C(OCC)C.C(OCC)(=O)C.C1C=CC(/C=C/C(/C=C/C2C=CC=CC=2)=O)=CC=1.C1C=CC(/C=C/C(/C=C/C2C=CC=CC=2)=O)=CC=1.C1C=CC(/C=C/C(/C=C/C2C=CC=CC=2)=O)=CC=1.[Pd].[Pd].C1(C)C=CC=CC=1. The product is [N:75]1[C:76]2[C:71](=[CH:70][CH:69]=[CH:68][C:67]=2[NH:2][CH:3]2[CH2:8][CH2:7][CH2:6][CH2:5][CH:4]2[C:9]([OH:11])=[O:10])[CH:72]=[CH:73][CH:74]=1. The yield is 0.150. (4) The reactants are [Cl:1][C:2]1[C:3]([CH2:10][N:11]2[C:19](=[O:20])[C:18]3[C:13](=[CH:14][CH:15]=[CH:16][CH:17]=3)[C:12]2=[O:21])=[N:4][CH:5]=[C:6]([CH:8]=[CH2:9])[CH:7]=1.Br[CH:23]([C:28]1[CH:29]=[C:30]([Cl:36])[C:31]([Cl:35])=[C:32]([Cl:34])[CH:33]=1)[C:24]([F:27])([F:26])[F:25].N1C=CC=CC=1C1C=CC=CN=1. The catalyst is ClC1C=CC=CC=1Cl.Cl[Cu]. The product is [Cl:1][C:2]1[C:3]([CH2:10][N:11]2[C:19](=[O:20])[C:18]3[C:13](=[CH:14][CH:15]=[CH:16][CH:17]=3)[C:12]2=[O:21])=[N:4][CH:5]=[C:6](/[CH:8]=[CH:9]/[CH:23]([C:28]2[CH:29]=[C:30]([Cl:36])[C:31]([Cl:35])=[C:32]([Cl:34])[CH:33]=2)[C:24]([F:26])([F:25])[F:27])[CH:7]=1. The yield is 0.500. (5) The reactants are [O:1]=[C:2]1[N:6]([C:7]2[CH:14]=[CH:13][C:10]([C:11]#[N:12])=[C:9]([C:15]([F:18])([F:17])[F:16])[CH:8]=2)[C@@H:5]2[CH2:19][CH2:20][CH2:21][CH2:22][C@H:4]2[NH:3]1.C([O-])([O-])=O.[Cs+].[Cs+].Cl[CH2:30][C:31](=[O:33])[CH3:32]. The catalyst is CN(C=O)C.C(OCC)(=O)C. The product is [O:1]=[C:2]1[N:6]([C:7]2[CH:14]=[CH:13][C:10]([C:11]#[N:12])=[C:9]([C:15]([F:18])([F:16])[F:17])[CH:8]=2)[C@@H:5]2[CH2:19][CH2:20][CH2:21][CH2:22][C@H:4]2[N:3]1[CH2:30][C:31](=[O:33])[CH3:32]. The yield is 0.840. (6) The reactants are [F:1][C:2]1[CH:3]=[C:4]([C:11]2[C:12]([C:17]#[N:18])=[CH:13][CH:14]=[CH:15][CH:16]=2)[CH:5]=[C:6]([N+:8]([O-])=O)[CH:7]=1.O.O.[Sn](Cl)Cl. The catalyst is C(O)C.O1CCCC1. The product is [NH2:8][C:6]1[CH:7]=[C:2]([F:1])[CH:3]=[C:4]([C:11]2[C:12]([C:17]#[N:18])=[CH:13][CH:14]=[CH:15][CH:16]=2)[CH:5]=1. The yield is 0.580.